Predict the reaction yield, written as a fraction of the theoretical maximum amount of product (1.0 means a 100% yield; for example, 0.34 means a 34% yield). From a dataset of Reaction yield outcomes from USPTO patents with 853,638 reactions. (1) The reactants are C(OC(=O)[NH:10][CH2:11][C@H:12]1[CH2:17][CH2:16][C@@H:15]([NH:18][C:19]2[N:28]=[C:27]([N:29]([CH3:31])[CH3:30])[C:26]3[C:21](=[CH:22][CH:23]=[CH:24][CH:25]=3)[N:20]=2)[CH2:14][CH2:13]1)C1C=CC=CC=1. The catalyst is C(O)C.[Pd]. The product is [NH2:10][CH2:11][C@@H:12]1[CH2:13][CH2:14][C@H:15]([NH:18][C:19]2[N:28]=[C:27]([N:29]([CH3:31])[CH3:30])[C:26]3[C:21](=[CH:22][CH:23]=[CH:24][CH:25]=3)[N:20]=2)[CH2:16][CH2:17]1. The yield is 0.990. (2) The reactants are [CH2:1]([NH2:4])[CH2:2][NH2:3].[F:5][C:6]([F:15])([F:14])[C:7]1[O:11][C:10]([CH2:12]Cl)=[N:9][N:8]=1.C(O)C. The catalyst is CO. The product is [NH:3]1[CH2:2][CH2:1][NH:4][CH2:12]/[C:10]/1=[N:9]/[NH:8][C:7](=[O:11])[C:6]([F:15])([F:14])[F:5]. The yield is 0.468. (3) The reactants are C([Li])CCC.[S:6]1[CH:10]=[CH:9][N:8]=[CH:7]1.[C:11]([O:15][C:16]([N:18]1[CH2:22][CH2:21][C:20](=[O:23])[CH2:19]1)=[O:17])([CH3:14])([CH3:13])[CH3:12]. The catalyst is CCCCCC.C1COCC1. The product is [C:11]([O:15][C:16]([N:18]1[CH2:22][CH2:21][C:20]([OH:23])([C:7]2[S:6][CH:10]=[CH:9][N:8]=2)[CH2:19]1)=[O:17])([CH3:14])([CH3:12])[CH3:13]. The yield is 0.700. (4) The reactants are [H-].[Na+].[I-].[CH3:4][S+](C)(C)=O.[Cl:9][C:10]1[CH:11]=[C:12]([CH:28]=[CH:29][CH:30]=1)[C:13]([C@@H:15]1[CH2:20][CH2:19][CH2:18][N:17]([C:21]([O:23][C:24]([CH3:27])([CH3:26])[CH3:25])=[O:22])[CH2:16]1)=[O:14]. The catalyst is C1COCC1. The product is [Cl:9][C:10]1[CH:11]=[C:12]([C:13]2([C@@H:15]3[CH2:20][CH2:19][CH2:18][N:17]([C:21]([O:23][C:24]([CH3:26])([CH3:27])[CH3:25])=[O:22])[CH2:16]3)[CH2:4][O:14]2)[CH:28]=[CH:29][CH:30]=1. The yield is 0.990. (5) The reactants are [Br:1][C:2]1[CH:3]=[C:4]([S:9]([NH:12][C:13]2[CH:14]=[N:15][CH:16]=[C:17]([Cl:20])[C:18]=2[OH:19])(=[O:11])=[O:10])[CH:5]=[N:6][C:7]=1Cl.[CH3:21][OH:22]. No catalyst specified. The product is [Br:1][C:2]1[CH:3]=[C:4]([S:9]([NH:12][C:13]2[CH:14]=[N:15][CH:16]=[C:17]([Cl:20])[C:18]=2[OH:19])(=[O:11])=[O:10])[CH:5]=[N:6][C:7]=1[O:22][CH3:21]. The yield is 0.760. (6) The reactants are [CH:1]1([C:7]2[C:8]3[C:13]([N:14]4[C:19]=2[C:18]2[CH:20]=[CH:21][CH:22]=[CH:23][C:17]=2[O:16][CH2:15]4)=[CH:12][C:11]([C:24]([O:26]C)=[O:25])=[CH:10][CH:9]=3)[CH2:6][CH2:5][CH2:4][CH2:3][CH2:2]1.[OH-].[Na+].Cl. The catalyst is O1CCCC1.CO. The product is [CH:1]1([C:7]2[C:8]3[C:13]([N:14]4[C:19]=2[C:18]2[CH:20]=[CH:21][CH:22]=[CH:23][C:17]=2[O:16][CH2:15]4)=[CH:12][C:11]([C:24]([OH:26])=[O:25])=[CH:10][CH:9]=3)[CH2:2][CH2:3][CH2:4][CH2:5][CH2:6]1. The yield is 0.684.